From a dataset of Catalyst prediction with 721,799 reactions and 888 catalyst types from USPTO. Predict which catalyst facilitates the given reaction. Reactant: [CH3:1][O:2][C:3]1[CH:8]=[CH:7][C:6]([S:9][C:10]2[CH:15]=[CH:14][C:13]([CH2:16][CH2:17][NH2:18])=[CH:12][CH:11]=2)=[CH:5][CH:4]=1.[CH:19](=O)[C:20]1[CH:25]=[CH:24][CH:23]=[CH:22][CH:21]=1.C1(C)C=CC=CC=1. Product: [CH2:19]([NH:18][CH2:17][CH2:16][C:13]1[CH:14]=[CH:15][C:10]([S:9][C:6]2[CH:5]=[CH:4][C:3]([O:2][CH3:1])=[CH:8][CH:7]=2)=[CH:11][CH:12]=1)[C:20]1[CH:25]=[CH:24][CH:23]=[CH:22][CH:21]=1. The catalyst class is: 4.